Dataset: M1 muscarinic receptor antagonist screen with 61,756 compounds. Task: Binary Classification. Given a drug SMILES string, predict its activity (active/inactive) in a high-throughput screening assay against a specified biological target. (1) The molecule is S(c1n(c2cc(ccc2)C#N)c(nn1)C)CC(OC)=O. The result is 0 (inactive). (2) The molecule is S(=O)(=O)(/N=C(/C(c1n(c2c(n1)cccc2)C)C#N)c1ccccc1)c1sccc1. The result is 0 (inactive). (3) The molecule is o1nc(c2CC(C(C)(C)C)CCc12)C(=O)Nc1cn(nc1)Cc1c(cccc1)C. The result is 0 (inactive). (4) The compound is O=C(NCC(OCC(=O)c1ccccc1)=O)CCCCCC. The result is 0 (inactive). (5) The molecule is s1c(CNC(=O)c2noc(c2)c2sccc2)ccc1. The result is 0 (inactive). (6) The result is 0 (inactive). The compound is s1c2n(cc(n2)CC(=O)Nc2c(OCC)cc(N3CCOCC3)c(OCC)c2)cc1.